From a dataset of Retrosynthesis with 50K atom-mapped reactions and 10 reaction types from USPTO. Predict the reactants needed to synthesize the given product. (1) Given the product O=[N+]([O-])c1ccccc1CCN1CCN(c2ccccc2)CC1, predict the reactants needed to synthesize it. The reactants are: O=[N+]([O-])c1ccccc1CCBr.c1ccc(N2CCNCC2)cc1. (2) Given the product CC(=O)N1CC(=O)Nc2cccc(c2)CNC(=O)C(Nc2ccc3c(N(C(=O)OC(C)(C)C)C(=O)OC(C)(C)C)nccc3c2)c2ccc(cc2)C1, predict the reactants needed to synthesize it. The reactants are: CC(=O)N(CC(=O)O)Cc1ccc(C(Nc2ccc3c(N(C(=O)OC(C)(C)C)C(=O)OC(C)(C)C)nccc3c2)C(=O)NCc2cccc(N)c2)cc1. (3) Given the product O=C1Nc2ccc(N3CCCC3=O)cc2C(CNC(=O)c2ccc(F)cc2)(C(F)(F)F)O1, predict the reactants needed to synthesize it. The reactants are: COc1ccc(CN2C(=O)OC(CNC(=O)c3ccc(F)cc3)(C(F)(F)F)c3cc(N4CCCC4=O)ccc32)cc1. (4) The reactants are: COc1ccc(Cn2cc(-c3nc(Nc4nsc(C)n4)sc3C#N)cn2)cc1. Given the product Cc1nc(Nc2nc(-c3cn[nH]c3)c(C#N)s2)ns1, predict the reactants needed to synthesize it. (5) Given the product CCOCc1nc2cnc3ccccc3c2n1CC1(O)CCN(C(C)=O)CC1, predict the reactants needed to synthesize it. The reactants are: CC(=O)Cl.CCOCc1nc2cnc3ccccc3c2n1CC1(O)CCNCC1. (6) Given the product CC(C)(C)OC(=O)N1CCNC[C@H]1CCO, predict the reactants needed to synthesize it. The reactants are: CC(C)(C)OC(=O)N1CCN(Cc2ccccc2)C[C@H]1CCO. (7) Given the product O=c1ccoc(CO)c1OCc1ccccc1, predict the reactants needed to synthesize it. The reactants are: BrCc1ccccc1.O=c1ccoc(CO)c1O.